From a dataset of NCI-60 drug combinations with 297,098 pairs across 59 cell lines. Regression. Given two drug SMILES strings and cell line genomic features, predict the synergy score measuring deviation from expected non-interaction effect. (1) Drug 2: N.N.Cl[Pt+2]Cl. Cell line: SN12C. Synergy scores: CSS=57.0, Synergy_ZIP=0.887, Synergy_Bliss=7.96, Synergy_Loewe=11.1, Synergy_HSA=12.0. Drug 1: C1=CC=C(C=C1)NC(=O)CCCCCCC(=O)NO. (2) Drug 1: CC(C)(C1=NC(=CC=C1)N2C3=NC(=NC=C3C(=O)N2CC=C)NC4=CC=C(C=C4)N5CCN(CC5)C)O. Drug 2: COCCOC1=C(C=C2C(=C1)C(=NC=N2)NC3=CC=CC(=C3)C#C)OCCOC. Cell line: NCI-H460. Synergy scores: CSS=23.8, Synergy_ZIP=-4.70, Synergy_Bliss=-1.61, Synergy_Loewe=-2.08, Synergy_HSA=1.23.